From a dataset of Full USPTO retrosynthesis dataset with 1.9M reactions from patents (1976-2016). Predict the reactants needed to synthesize the given product. (1) Given the product [C:23]([O:22][C:20](=[O:21])[NH:15][C:10]1[C:9]2[C:4](=[CH:5][CH:6]=[CH:7][CH:8]=2)[C:3]([OH:12])=[CH:2][CH:11]=1)([CH3:26])([CH3:25])[CH3:24], predict the reactants needed to synthesize it. The reactants are: N[C:2]1[CH:11]=[CH:10][C:9]2[C:4](=[CH:5][CH:6]=[CH:7][CH:8]=2)[C:3]=1[OH:12].C([N:15](CC)CC)C.[C:20](O[C:20]([O:22][C:23]([CH3:26])([CH3:25])[CH3:24])=[O:21])([O:22][C:23]([CH3:26])([CH3:25])[CH3:24])=[O:21]. (2) The reactants are: [CH:1]1([C:5]2[C:14](I)=[CH:13][C:8]([C:9]([O:11][CH3:12])=[O:10])=[C:7]([CH2:16][CH3:17])[CH:6]=2)[CH2:4][CH2:3][CH2:2]1.[CH3:18][N:19](C)C=O. Given the product [C:18]([C:14]1[C:5]([CH:1]2[CH2:4][CH2:3][CH2:2]2)=[CH:6][C:7]([CH2:16][CH3:17])=[C:8]([CH:13]=1)[C:9]([O:11][CH3:12])=[O:10])#[N:19], predict the reactants needed to synthesize it. (3) The reactants are: [C:1](Cl)(=[O:4])[CH2:2][CH3:3].C(N(CC)CC)C.[NH2:13][C:14]1[CH:15]=[N:16][C:17]2[C:22]([C:23]=1[Cl:24])=[CH:21][CH:20]=[CH:19][CH:18]=2. Given the product [Cl:24][C:23]1[C:22]2[C:17](=[CH:18][CH:19]=[CH:20][CH:21]=2)[N:16]=[CH:15][C:14]=1[NH:13][C:1](=[O:4])[CH2:2][CH3:3], predict the reactants needed to synthesize it.